This data is from Reaction yield outcomes from USPTO patents with 853,638 reactions. The task is: Predict the reaction yield, written as a fraction of the theoretical maximum amount of product (1.0 means a 100% yield; for example, 0.34 means a 34% yield). The reactants are [Cl:1][C:2]1[CH:3]=[C:4]([CH:18]=[C:19]([Cl:21])[CH:20]=1)[O:5][C:6]1[CH:14]=[CH:13][C:9]([C:10]([NH2:12])=O)=[CH:8][C:7]=1[N+:15]([O-:17])=[O:16].C(N(C(C)C)C(C)C)C.O(S(C(F)(F)F)(=O)=O)S(C(F)(F)F)(=O)=O.O. The catalyst is C(Cl)Cl. The product is [C:10]([C:9]1[CH:13]=[CH:14][C:6]([O:5][C:4]2[CH:18]=[C:19]([Cl:21])[CH:20]=[C:2]([Cl:1])[CH:3]=2)=[C:7]([N+:15]([O-:17])=[O:16])[CH:8]=1)#[N:12]. The yield is 0.279.